Dataset: Catalyst prediction with 721,799 reactions and 888 catalyst types from USPTO. Task: Predict which catalyst facilitates the given reaction. (1) Reactant: FC(F)(F)C(O)=O.[CH2:8]([O:10][CH:11]1[CH2:16][CH2:15][NH:14][CH2:13][CH2:12]1)[CH3:9].C(=O)(O)[O-].[K+].F[C:23]1[CH:30]=[CH:29][C:26]([C:27]#[N:28])=[CH:25][CH:24]=1.O. Product: [CH2:8]([O:10][CH:11]1[CH2:16][CH2:15][N:14]([C:23]2[CH:30]=[CH:29][C:26]([C:27]#[N:28])=[CH:25][CH:24]=2)[CH2:13][CH2:12]1)[CH3:9]. The catalyst class is: 148. (2) Reactant: O[C:2]1[C:14]2[C:13]3[C:8](=[CH:9][CH:10]=[CH:11][CH:12]=3)[NH:7][C:6]=2[CH:5]=[CH:4][CH:3]=1.[C:15](=[O:18])([O-])[O-].[K+].[K+].[I-].[K+].S(S([O-])(=O)=O)([O-])(=O)=O.[Na+].[Na+].C([CH:35]1[O:37][CH2:36]1)Cl. The catalyst class is: 21. Product: [O:18]1[CH2:15][CH:35]1[CH2:36][O:37][C:5]1[C:6]2[NH:7][C:8]3[C:13](=[CH:12][CH:11]=[CH:10][CH:9]=3)[C:14]=2[CH:2]=[CH:3][CH:4]=1. (3) Reactant: [CH3:1][C:2]1([CH3:14])[C:6]([CH3:8])([CH3:7])[O:5][B:4]([C:9]2[CH:10]=[N:11][NH:12][CH:13]=2)[O:3]1.C(=O)([O-])[O-].[Cs+].[Cs+].[CH3:21][C:22]1([CH3:25])[CH2:24][O:23]1. Product: [CH3:21][C:22]([OH:23])([CH3:25])[CH2:24][N:12]1[CH:13]=[C:9]([B:4]2[O:5][C:6]([CH3:7])([CH3:8])[C:2]([CH3:14])([CH3:1])[O:3]2)[CH:10]=[N:11]1. The catalyst class is: 9. (4) Reactant: CS(O[CH2:6][CH:7]([CH3:28])[CH:8]([C:21]1[CH:26]=[CH:25][C:24]([Cl:27])=[CH:23][CH:22]=1)[C:9]1[C:17]2[C:12](=[C:13]([CH2:18][S:19][CH3:20])[CH:14]=[CH:15][CH:16]=2)[NH:11][CH:10]=1)(=O)=O.Br[C:30]1SC(C(C2C3C(=C(CSC)C=CC=3)NC=2)CCC#N)=C[N:34]=1. Product: [Cl:27][C:24]1[CH:25]=[CH:26][C:21]([CH:8]([C:9]2[C:17]3[C:12](=[C:13]([CH2:18][S:19][CH3:20])[CH:14]=[CH:15][CH:16]=3)[NH:11][CH:10]=2)[CH:7]([CH3:28])[CH2:6][C:30]#[N:34])=[CH:22][CH:23]=1. The catalyst class is: 16. (5) Reactant: [Br:1][C:2]1[CH:3]=[C:4]2[C:9](=[CH:10][CH:11]=1)[N:8]=[CH:7][C:6]([N+:12]([O-])=O)=[C:5]2[NH:15][C:16]1[CH:21]=[CH:20][C:19]([N:22]2[CH2:27][CH2:26][CH:25]([C:28]([O:30][CH3:31])=[O:29])[CH2:24][CH2:23]2)=[C:18]([C:32]([F:35])([F:34])[F:33])[CH:17]=1.O.O.[Sn](Cl)Cl.C([O-])(O)=O.[Na+]. Product: [NH2:12][C:6]1[CH:7]=[N:8][C:9]2[C:4]([C:5]=1[NH:15][C:16]1[CH:21]=[CH:20][C:19]([N:22]3[CH2:23][CH2:24][CH:25]([C:28]([O:30][CH3:31])=[O:29])[CH2:26][CH2:27]3)=[C:18]([C:32]([F:33])([F:35])[F:34])[CH:17]=1)=[CH:3][C:2]([Br:1])=[CH:11][CH:10]=2. The catalyst class is: 12. (6) Product: [F:45][C:30]1[CH:31]=[C:32]([NH:35][C:36]([NH:38][S:39]([CH:42]2[CH2:43][CH2:44]2)(=[O:40])=[O:41])=[O:37])[CH:33]=[CH:34][C:29]=1[O:28][C:25]1[CH:24]=[CH:23][N:22]=[C:21]2[CH:20]=[C:19]([C:16]3[CH:17]=[CH:18][C:13]([CH2:12][NH:7][CH2:8][CH2:9][O:10][CH3:11])=[CH:14][N:15]=3)[S:27][C:26]=12. The catalyst class is: 91. Reactant: C(OC(=O)[N:7]([CH2:12][C:13]1[CH:14]=[N:15][C:16]([C:19]2[S:27][C:26]3[C:21](=[N:22][CH:23]=[CH:24][C:25]=3[O:28][C:29]3[CH:34]=[CH:33][C:32]([NH:35][C:36]([NH:38][S:39]([CH:42]4[CH2:44][CH2:43]4)(=[O:41])=[O:40])=[O:37])=[CH:31][C:30]=3[F:45])[CH:20]=2)=[CH:17][CH:18]=1)[CH2:8][CH2:9][O:10][CH3:11])(C)(C)C.Cl.O1CCOCC1.C([O-])(O)=O.[Na+]. (7) Reactant: Cl[C:2]1[C:10]2[C:6](=[C:7]([C:13]([O:15][CH2:16][CH3:17])=[O:14])[S:8][C:9]=2[S:11][CH3:12])[CH2:5][CH2:4][C:3]=1[CH:18]=[O:19].C(N(CC)CC)C.[C:27]([O:31][CH2:32][CH3:33])(=[O:30])[CH2:28][SH:29]. Product: [CH2:32]([O:31][C:27]([CH2:28][S:29][C:2]1[C:10]2[C:6](=[C:7]([C:13]([O:15][CH2:16][CH3:17])=[O:14])[S:8][C:9]=2[S:11][CH3:12])[CH2:5][CH2:4][C:3]=1[CH:18]=[O:19])=[O:30])[CH3:33]. The catalyst class is: 17. (8) Reactant: [CH3:1][C@H:2]1[O:7][C@@H:6]2[O:8][C@H:9]3[C@H:14]([OH:15])[C@@H:13]([OH:16])[C@@H:12]([O:17][C@H:18]4[C@H:23]([OH:24])[C@@H:22]([OH:25])[C@@H:21]([O:26][C@H:27]5[C@H:32]([OH:33])[C@@H:31]([OH:34])[C@@H:30]([O:35][C@H:36]6[C@H:41]([OH:42])[C@@H:40]([OH:43])[C@@H:39]([O:44][C@H:45]7[C@H:50]([OH:51])[C@@H:49]([OH:52])[C@@H:48]([O:53][C@H:54]8[C@H:60]([OH:61])[C@@H:59]([OH:62])[C@@H:57]([O:58][C@H:3]1[C@H:4]([OH:84])[C@H:5]2[OH:83])[O:56][C@@H:55]8[CH2:63][O:64][CH2:65][CH2:66][CH2:67][CH2:68][S:69]([O-:72])(=[O:71])=[O:70])[O:47][C@@H:46]7[CH2:73][OH:74])[O:38][C@@H:37]6[CH2:75][OH:76])[O:29][C@@H:28]5[CH2:77][OH:78])[O:20][C@@H:19]4[CH2:79][OH:80])[O:11][C@@H:10]3[CH2:81][OH:82].[Na+:85].[CH3:86][CH2:87][CH2:88][CH:89]1[O:109][C@:108]2([C:110]([CH2:112][OH:113])=[O:111])[C@@H:91]([CH2:92][C@@H:93]3[C@:107]2([CH3:114])[CH2:106][C@H:105]([OH:115])[C@H:104]2[C@H:94]3[CH2:95][CH2:96][C:97]3[C@:103]2([CH3:116])[CH:102]=[CH:101][C:99](=[O:100])[CH:98]=3)[O:90]1.[CH3:117][C@H:118]1[O:123][C@@H:122]2[O:124][C@H:125]3[C@H:130]([OH:131])[C@@H:129]([OH:132])[C@@H:128]([O:133][C@H:134]4[C@H:139]([OH:140])[C@@H:138]([OH:141])[C@@H:137]([O:142][C@H:143]5[C@H:148]([OH:149])[C@@H:147]([OH:150])[C@@H:146]([O:151][C@H:152]6[C@H:157]([OH:158])[C@@H:156]([OH:159])[C@@H:155]([O:160][C@H:161]7[C@H:166]([OH:167])[C@@H:165]([OH:168])[C@@H:164]([O:169][C@H:170]8[C@H:176]([OH:177])[C@@H:175]([OH:178])[C@@H:173]([O:174][C@H:119]1[C@H:120]([OH:200])[C@H:121]2[OH:199])[O:172][C@@H:171]8[CH2:179][O:180][CH2:181][CH2:182][CH2:183][CH2:184][S:185]([O-:188])(=[O:187])=[O:186])[O:163][C@@H:162]7[CH2:189][OH:190])[O:154][C@@H:153]6[CH2:191][OH:192])[O:145][C@@H:144]5[CH2:193][OH:194])[O:136][C@@H:135]4[CH2:195][OH:196])[O:127][C@@H:126]3[CH2:197][OH:198].[Na+].[CH2:202]([OH:204])[CH3:203]. Product: [CH3:1][C@H:2]1[O:7][C@@H:6]2[O:8][C@H:9]3[C@H:14]([OH:15])[C@@H:13]([OH:16])[C@@H:12]([O:17][C@H:18]4[C@H:23]([OH:24])[C@@H:22]([OH:25])[C@@H:21]([O:26][C@H:27]5[C@H:32]([OH:33])[C@@H:31]([OH:34])[C@@H:30]([O:35][C@H:36]6[C@H:41]([OH:42])[C@@H:40]([OH:43])[C@@H:39]([O:44][C@H:45]7[C@H:50]([OH:51])[C@@H:49]([OH:52])[C@@H:48]([O:53][C@H:54]8[C@H:60]([OH:61])[C@@H:59]([OH:62])[C@@H:57]([O:58][C@H:3]1[C@H:4]([OH:84])[C@H:5]2[OH:83])[O:56][C@@H:55]8[CH2:63][O:64][CH2:65][CH2:66][CH2:67][CH2:68][S:69]([O-:72])(=[O:71])=[O:70])[O:47][C@@H:46]7[CH2:73][OH:74])[O:38][C@@H:37]6[CH2:75][OH:76])[O:29][C@@H:28]5[CH2:77][OH:78])[O:20][C@@H:19]4[CH2:79][OH:80])[O:11][C@@H:10]3[CH2:81][OH:82].[Na+:85].[CH2:89]([OH:90])[CH3:88].[CH3:117][C@H:118]1[O:123][C@@H:122]2[O:124][C@H:125]3[C@H:130]([OH:131])[C@@H:129]([OH:132])[C@@H:128]([O:133][C@H:134]4[C@H:139]([OH:140])[C@@H:138]([OH:141])[C@@H:137]([O:142][C@H:143]5[C@H:148]([OH:149])[C@@H:147]([OH:150])[C@@H:146]([O:151][C@H:152]6[C@H:157]([OH:158])[C@@H:156]([OH:159])[C@@H:155]([O:160][C@H:161]7[C@H:166]([OH:167])[C@@H:165]([OH:168])[C@@H:164]([O:169][C@H:170]8[C@H:176]([OH:177])[C@@H:175]([OH:178])[C@@H:173]([O:174][C@H:119]1[C@H:120]([OH:200])[C@H:121]2[OH:199])[O:172][C@@H:171]8[CH2:179][O:180][CH2:181][CH2:182][CH2:183][CH2:184][S:185]([O-:188])(=[O:187])=[O:186])[O:163][C@@H:162]7[CH2:189][OH:190])[O:154][C@@H:153]6[CH2:191][OH:192])[O:145][C@@H:144]5[CH2:193][OH:194])[O:136][C@@H:135]4[CH2:195][OH:196])[O:127][C@@H:126]3[CH2:197][OH:198].[Na+:85].[CH2:202]([OH:204])[CH3:203].[CH3:86][CH2:87][CH2:88][CH:89]1[O:109][C@:108]2([C:110]([CH2:112][OH:113])=[O:111])[C@@H:91]([CH2:92][C@@H:93]3[C@:107]2([CH3:114])[CH2:106][C@H:105]([OH:115])[C@H:104]2[C@H:94]3[CH2:95][CH2:96][C:97]3[C@:103]2([CH3:116])[CH:102]=[CH:101][C:99](=[O:100])[CH:98]=3)[O:90]1. The catalyst class is: 40. (9) The catalyst class is: 15. Product: [N+:1]([C:4]1[CH:5]=[N:6][CH:7]=[CH:8][C:9]=1[Cl:11])([O-:3])=[O:2]. Reactant: [N+:1]([C:4]1[CH:5]=[N:6][CH:7]=[CH:8][C:9]=1O)([O-:3])=[O:2].[Cl:11]Cl. (10) Product: [O:1]=[C:2]1[C:11]2[C:6](=[C:7]([NH:26][C:24](=[O:25])[O:35][C:31]([CH3:34])([CH3:33])[CH3:32])[CH:8]=[C:9]([O:12][CH:13]([CH3:14])[CH3:15])[CH:10]=2)[CH2:5][CH2:4][NH:3]1. The catalyst class is: 12. Reactant: [O:1]=[C:2]1[C:11]2[CH:10]=[C:9]([O:12][CH:13]([CH3:15])[CH3:14])[CH:8]=[C:7](C(O)=O)[C:6]=2[CH2:5][CH2:4][NH:3]1.C1N=CN([C:24]([N:26]2C=NC=C2)=[O:25])C=1.[C:31]([OH:35])([CH3:34])([CH3:33])[CH3:32].